Dataset: Retrosynthesis with 50K atom-mapped reactions and 10 reaction types from USPTO. Task: Predict the reactants needed to synthesize the given product. (1) Given the product CC(C)(C(=O)O)S(=O)(=O)c1cccnc1, predict the reactants needed to synthesize it. The reactants are: CCOC(=O)C(C)(C)S(=O)(=O)c1cccnc1. (2) The reactants are: CCCOc1cc(OC)c(C(N)=O)c2c1[C@]1(C)C(=O)C(C(C)=O)=C(O)C=C1O2.Cc1ccc2ccccc2c1C=O. Given the product CCCOc1cc(OC)c(C(=O)NCc2c(C)ccc3ccccc23)c2c1[C@]1(C)C(=O)C(C(C)=O)=C(O)C=C1O2, predict the reactants needed to synthesize it.